Dataset: Reaction yield outcomes from USPTO patents with 853,638 reactions. Task: Predict the reaction yield, written as a fraction of the theoretical maximum amount of product (1.0 means a 100% yield; for example, 0.34 means a 34% yield). (1) The reactants are C(=O)([O-])[O-].[Cs+].[Cs+].[CH3:7][C:8]1[CH:9]=[C:10]([OH:17])[CH:11]=[CH:12][C:13]=1[N+:14]([O-:16])=[O:15].CS(O[CH:23]1[CH2:28][CH2:27][N:26]([C:29]([O:31][C:32]([CH3:35])([CH3:34])[CH3:33])=[O:30])[CH2:25][CH2:24]1)(=O)=O. The catalyst is CC(N(C)C)=O. The product is [CH3:7][C:8]1[CH:9]=[C:10]([CH:11]=[CH:12][C:13]=1[N+:14]([O-:16])=[O:15])[O:17][CH:23]1[CH2:28][CH2:27][N:26]([C:29]([O:31][C:32]([CH3:35])([CH3:34])[CH3:33])=[O:30])[CH2:25][CH2:24]1. The yield is 0.820. (2) The reactants are [CH3:1][O:2][C:3]12[CH2:10][CH2:9][C:6]([C:11](OC)=[O:12])([CH2:7][CH2:8]1)[CH2:5][CH2:4]2. The catalyst is C1COCC1.CCOCC. The product is [CH3:1][O:2][C:3]12[CH2:10][CH2:9][C:6]([CH2:11][OH:12])([CH2:7][CH2:8]1)[CH2:5][CH2:4]2. The yield is 1.00. (3) The reactants are [Cl:1][C:2]1[CH:3]=[C:4]([S:8]([N:11]2[C:15]([C:16]3[CH:21]=[CH:20][CH:19]=[CH:18][C:17]=3[F:22])=[C:14]3[CH2:23][N:24]([C:27]([O:29][C:30]([CH3:33])([CH3:32])[CH3:31])=[O:28])[C:25](=O)[C:13]3=[CH:12]2)(=[O:10])=[O:9])[CH:5]=[CH:6][CH:7]=1.[C:34]([BH3-])#[N:35].[Na+].CN.O1CCCC1.C(=O)(O)[O-].[Na+]. The catalyst is CO.[Cl-].[Zn+2].[Cl-]. The product is [Cl:1][C:2]1[CH:3]=[C:4]([S:8]([N:11]2[C:15]([C:16]3[CH:21]=[CH:20][CH:19]=[CH:18][C:17]=3[F:22])=[C:14]3[CH2:23][N:24]([C:27]([O:29][C:30]([CH3:33])([CH3:32])[CH3:31])=[O:28])[CH:25]([NH:35][CH3:34])[C:13]3=[CH:12]2)(=[O:9])=[O:10])[CH:5]=[CH:6][CH:7]=1. The yield is 0.540. (4) The reactants are [CH2:1]([O:5][C:6]1[CH:7]=[C:8]([CH:16]=[CH:17][CH:18]=1)[O:9][CH2:10][C:11]([O:13]CC)=[O:12])[CH:2]([CH3:4])[CH3:3].CCO.[OH-].[K+].Cl. The catalyst is O. The product is [CH2:1]([O:5][C:6]1[CH:7]=[C:8]([CH:16]=[CH:17][CH:18]=1)[O:9][CH2:10][C:11]([OH:13])=[O:12])[CH:2]([CH3:4])[CH3:3]. The yield is 0.640. (5) The reactants are [C:1]([O:9][C@H:10]1[C@H:14]([CH2:15][O:16][C:17](=[O:24])[C:18]2[CH:23]=[CH:22][CH:21]=[CH:20][CH:19]=2)[O:13][C@H:12]([N:25]2[CH:32]=[CH:31][C:29](=[O:30])[NH:28][C:26]2=[O:27])[C@@H:11]1O)(=[O:8])[C:2]1[CH:7]=[CH:6][CH:5]=[CH:4][CH:3]=1.O(C(Cl)=S)C1C=CC=CC=1. The catalyst is ClCCCl.CN(C)C1C=CN=CC=1. The product is [C:1]([O:9][C@H:10]1[C@H:14]([CH2:15][O:16][C:17](=[O:24])[C:18]2[CH:23]=[CH:22][CH:21]=[CH:20][CH:19]=2)[O:13][C@H:12]([N:25]2[CH:32]=[CH:31][C:29](=[O:30])[NH:28][C:26]2=[O:27])[CH2:11]1)(=[O:8])[C:2]1[CH:3]=[CH:4][CH:5]=[CH:6][CH:7]=1. The yield is 0.560. (6) The reactants are Cl[C:2]1[N:7]=[N:6][C:5]([C:8]#[N:9])=[CH:4][CH:3]=1.[F:10][C:11]1[CH:12]=[C:13]([CH:22]=[C:23]([C:25]([F:28])([F:27])[F:26])[CH:24]=1)[CH2:14][N:15]1[CH2:20][CH2:19][CH:18]([NH2:21])[CH2:17][CH2:16]1.C(N(C(C)C)CC)(C)C. The catalyst is C(#N)C.ClCCl. The product is [F:10][C:11]1[CH:12]=[C:13]([CH:22]=[C:23]([C:25]([F:28])([F:26])[F:27])[CH:24]=1)[CH2:14][N:15]1[CH2:20][CH2:19][CH:18]([NH:21][C:2]2[N:7]=[N:6][C:5]([C:8]#[N:9])=[CH:4][CH:3]=2)[CH2:17][CH2:16]1. The yield is 0.730. (7) The reactants are [NH4+:1].[Cl-:2].C[Al](C)C.[C:7]1([CH2:17][C:18]#[N:19])[C:16]2[C:11](=[CH:12][CH:13]=[CH:14][CH:15]=2)[CH:10]=[CH:9][CH:8]=1. The catalyst is C1(C)C=CC=CC=1. The product is [ClH:2].[C:7]1([CH2:17][C:18]([NH2:1])=[NH:19])[C:16]2[C:11](=[CH:12][CH:13]=[CH:14][CH:15]=2)[CH:10]=[CH:9][CH:8]=1. The yield is 0.910.